This data is from Catalyst prediction with 721,799 reactions and 888 catalyst types from USPTO. The task is: Predict which catalyst facilitates the given reaction. Reactant: [F:1][C:2]([C:5]1[S:9][C:8]2=[N:10][C:11]([C:13](Cl)=[O:14])=[CH:12][N:7]2[N:6]=1)([F:4])[CH3:3].[NH2:16][C:17]1[C:22]([OH:23])=[CH:21][CH:20]=[CH:19][C:18]=1[CH3:24].CCN(C(C)C)C(C)C.CCOC(C)=O.C(Cl)Cl. Product: [F:1][C:2]([C:5]1[S:9][C:8]2=[N:10][C:11]([C:13]([NH:16][C:17]3[C:18]([CH3:24])=[CH:19][CH:20]=[CH:21][C:22]=3[OH:23])=[O:14])=[CH:12][N:7]2[N:6]=1)([F:4])[CH3:3]. The catalyst class is: 2.